Dataset: Catalyst prediction with 721,799 reactions and 888 catalyst types from USPTO. Task: Predict which catalyst facilitates the given reaction. (1) Reactant: [NH2:1][C:2]1[CH:3]=[N:4][C:5]2[C:6]([CH3:14])([CH3:13])[CH2:7][N:8]([CH3:12])[CH2:9][C:10]=2[CH:11]=1.[C:15]([Cl:23])(=[O:22])[C:16]1[CH:21]=[CH:20][CH:19]=[CH:18][CH:17]=1. Product: [ClH:23].[CH3:12][N:8]1[CH2:7][C:6]([CH3:14])([CH3:13])[C:5]2[N:4]=[CH:3][C:2]([NH:1][C:15](=[O:22])[C:16]3[CH:21]=[CH:20][CH:19]=[CH:18][CH:17]=3)=[CH:11][C:10]=2[CH2:9]1. The catalyst class is: 1. (2) Reactant: [Cl:1][C:2]1[C:9]([F:10])=[C:8]([C:11]2[N:15](C3CCCCO3)[N:14]=[CH:13][CH:12]=2)[CH:7]=[C:6]([F:22])[C:3]=1[C:4]#[N:5].Cl.CCO.C([O-])(O)=O.[Na+]. Product: [Cl:1][C:2]1[C:9]([F:10])=[C:8]([C:11]2[NH:15][N:14]=[CH:13][CH:12]=2)[CH:7]=[C:6]([F:22])[C:3]=1[C:4]#[N:5]. The catalyst class is: 8. (3) Reactant: [CH3:1][C:2]1[C:11]2[C:6](=[CH:7][C:8]([O:12][CH2:13][O:14][CH2:15][CH2:16][Si:17]([CH3:20])([CH3:19])[CH3:18])=[CH:9][CH:10]=2)[O:5][C:4](=[O:21])[CH:3]=1.[Li+].C[Si]([N-][Si](C)(C)C)(C)C.[CH3:32][Si:33]([CH2:36][CH2:37][O:38][CH2:39]Cl)([CH3:35])[CH3:34]. Product: [CH3:1][C:2]1[C:11]2[C:6](=[CH:7][C:8]([O:12][CH2:13][O:14][CH2:15][CH2:16][Si:17]([CH3:20])([CH3:19])[CH3:18])=[CH:9][CH:10]=2)[O:5][C:4](=[O:21])[C:3]=1[CH2:39][O:38][CH2:37][CH2:36][Si:33]([CH3:35])([CH3:34])[CH3:32]. The catalyst class is: 1. (4) Reactant: Br[CH:2]1[CH2:6][CH2:5][N:4]([C:7]2[CH:8]=[N:9][N:10]([C:15]3[CH:20]=[CH:19][C:18]([F:21])=[CH:17][CH:16]=3)[C:11]=2[CH:12]([CH3:14])[CH3:13])[C:3]1=[O:22].[F:23][C:24]([F:31])([F:30])[C:25]1[NH:29][N:28]=[CH:27][CH:26]=1.C([O-])([O-])=O.[K+].[K+]. Product: [F:21][C:18]1[CH:19]=[CH:20][C:15]([N:10]2[C:11]([CH:12]([CH3:14])[CH3:13])=[C:7]([N:4]3[CH2:5][CH2:6][CH:2]([N:28]4[CH:27]=[CH:26][C:25]([C:24]([F:31])([F:30])[F:23])=[N:29]4)[C:3]3=[O:22])[CH:8]=[N:9]2)=[CH:16][CH:17]=1. The catalyst class is: 3. (5) Reactant: Cl[CH2:2][C:3]1[O:4][C:5]([C:8]2[CH:13]=[CH:12][CH:11]=[CH:10][CH:9]=2)=[N:6][N:7]=1.FC(F)(F)C(O)=O.[Cl:21][C:22]1[CH:37]=[CH:36][C:25]([C:26]([NH:28][CH2:29][CH:30]2[CH2:35][CH2:34][NH:33][CH2:32][CH2:31]2)=[O:27])=[CH:24][C:23]=1[O:38][CH3:39].C(N(C(C)C)CC)(C)C. Product: [Cl:21][C:22]1[CH:37]=[CH:36][C:25]([C:26]([NH:28][CH2:29][CH:30]2[CH2:31][CH2:32][N:33]([CH2:2][C:3]3[O:4][C:5]([C:8]4[CH:13]=[CH:12][CH:11]=[CH:10][CH:9]=4)=[N:6][N:7]=3)[CH2:34][CH2:35]2)=[O:27])=[CH:24][C:23]=1[O:38][CH3:39]. The catalyst class is: 42. (6) Reactant: Cl.[CH:2]1([NH:7][NH2:8])[CH2:6][CH2:5][CH2:4][CH2:3]1.[C:9]([N:16]1[CH2:21][CH2:20][C:19](=O)[CH2:18][CH2:17]1)([O:11][C:12]([CH3:15])([CH3:14])[CH3:13])=[O:10].C([O-])([O-])=O.[K+].[K+]. Product: [CH:2]1([NH:7][N:8]=[C:19]2[CH2:20][CH2:21][N:16]([C:9]([O:11][C:12]([CH3:15])([CH3:14])[CH3:13])=[O:10])[CH2:17][CH2:18]2)[CH2:6][CH2:5][CH2:4][CH2:3]1. The catalyst class is: 14. (7) Reactant: [O:1]=[C:2]1[CH2:7][CH2:6][CH:5]([C:8]([O:10][CH2:11][CH3:12])=[O:9])[CH2:4][CH2:3]1.[Li+].C[Si]([N-][Si](C)(C)C)(C)C.[F:23][C:24]([F:44])([F:43])[S:25](N(C1C=CC(Cl)=CN=1)[S:25]([C:24]([F:44])([F:43])[F:23])(=[O:27])=[O:26])(=[O:27])=[O:26].O. The catalyst class is: 1. Product: [F:23][C:24]([F:44])([F:43])[S:25]([O:1][C:2]1[CH2:7][CH2:6][CH:5]([C:8]([O:10][CH2:11][CH3:12])=[O:9])[CH2:4][CH:3]=1)(=[O:27])=[O:26]. (8) Reactant: [CH3:1][C:2]1[CH:3]=[C:4]2[CH:10]=[CH:9][NH:8][C:5]2=[N:6][CH:7]=1.[H-].[Na+].Cl[C:14]1[N:18]([CH3:19])[N:17]=[C:16]([CH3:20])[C:15]=1[CH:21]=[O:22].O. Product: [CH3:19][N:18]1[C:14]([N:8]2[C:5]3=[N:6][CH:7]=[C:2]([CH3:1])[CH:3]=[C:4]3[CH:10]=[CH:9]2)=[C:15]([CH:21]=[O:22])[C:16]([CH3:20])=[N:17]1. The catalyst class is: 9. (9) Reactant: C([O-])([O-])=O.[K+].[K+].Cl[CH2:8][O:9][CH3:10].[CH3:11][O:12][CH:13]([C:15]1[C:19]([C:20]([O:22][CH2:23][CH3:24])=[O:21])=[CH:18][NH:17][N:16]=1)[CH3:14].COCN1C=C(C([O-])=O)C=N1. Product: [CH3:11][O:12][CH:13]([C:15]1[C:19]([C:20]([O:22][CH2:23][CH3:24])=[O:21])=[CH:18][N:17]([CH2:8][O:9][CH3:10])[N:16]=1)[CH3:14]. The catalyst class is: 10. (10) Reactant: C([NH:4][C@:5]1([C:22](NC(C)(C)C)=[O:23])[C@@H:9]([CH2:10][CH2:11][CH2:12][B:13]2[O:17]C(C)(C)C(C)(C)[O:14]2)[CH2:8][NH:7][CH2:6]1)(=O)C.S([O-])([O-])(=O)=O.[Na+].[Na+].C([N:43]1[CH2:48][CH2:47][CH:46]([CH:49]=O)[CH2:45][CH2:44]1)(OC(C)(C)C)=O.C(O[BH-](OC(=O)C)OC(=O)C)(=[O:53])C.[Na+].C(=O)([O-])[O-].[Na+].[Na+]. Product: [NH2:4][C@:5]1([C:22]([OH:23])=[O:53])[C@@H:9]([CH2:10][CH2:11][CH2:12][B:13]([OH:14])[OH:17])[CH2:8][N:7]([CH2:49][CH:46]2[CH2:47][CH2:48][NH:43][CH2:44][CH2:45]2)[CH2:6]1. The catalyst class is: 478.